This data is from Catalyst prediction with 721,799 reactions and 888 catalyst types from USPTO. The task is: Predict which catalyst facilitates the given reaction. (1) Reactant: [NH2:1][C:2]1[N:7]=[C:6]([C:8]2[O:9][CH:10]=[CH:11][CH:12]=2)[C:5]([C:13]#[N:14])=[C:4](S(C)(=O)=O)[N:3]=1.[OH:19][CH2:20][C:21]1[CH:26]=[CH:25][CH:24]=[CH:23][N:22]=1.C1CCN2C(=NCCC2)CC1. Product: [NH2:1][C:2]1[N:7]=[C:6]([C:8]2[O:9][CH:10]=[CH:11][CH:12]=2)[C:5]([C:13]#[N:14])=[C:4]([O:19][CH2:20][C:21]2[CH:26]=[CH:25][CH:24]=[CH:23][N:22]=2)[N:3]=1. The catalyst class is: 57. (2) Reactant: [C:1]([NH:6][C@H:7]([C:29]([NH:31][CH2:32][CH2:33][S:34][C:35](=[O:39])[CH:36]([CH3:38])[CH3:37])=[O:30])[CH2:8][S:9]C(C1C=CC=CC=1)(C1C=CC=CC=1)C1C=CC=CC=1)(=[O:5])[CH:2]([CH3:4])[CH3:3].C(N[C@H](C(NCCSC(=O)C)=O)CS)(=O)C.C(Cl)Cl.CCOCC.C(Cl)(Cl)Cl. Product: [C:1]([NH:6][C@H:7]([C:29]([NH:31][CH2:32][CH2:33][S:34][C:35](=[O:39])[CH:36]([CH3:38])[CH3:37])=[O:30])[CH2:8][SH:9])(=[O:5])[CH:2]([CH3:3])[CH3:4]. The catalyst class is: 81. (3) Product: [C:28]1([O:27][C:25](=[O:26])[NH:1][CH2:2][C@@H:3]2[CH2:7][C@@H:6]([F:8])[CH2:5][N:4]2[C:9](=[O:10])[NH:11][C:12]2[C:20]3[C:15](=[CH:16][CH:17]=[CH:18][CH:19]=3)[N:14]([C:21](=[O:22])[NH2:23])[CH:13]=2)[CH:33]=[CH:32][CH:31]=[CH:30][CH:29]=1. The catalyst class is: 2. Reactant: [NH2:1][CH2:2][C@@H:3]1[CH2:7][C@@H:6]([F:8])[CH2:5][N:4]1[C:9]([NH:11][C:12]1[C:20]2[C:15](=[CH:16][CH:17]=[CH:18][CH:19]=2)[N:14]([C:21]([NH2:23])=[O:22])[CH:13]=1)=[O:10].Cl[C:25]([O:27][C:28]1[CH:33]=[CH:32][CH:31]=[CH:30][CH:29]=1)=[O:26].C(N(CC)CC)C.O. (4) Reactant: [C:1]([C:4]1[C:12]2[CH2:11][CH2:10][N:9](C(OC(C)(C)C)=O)[CH2:8][C:7]=2[S:6][C:5]=1[NH:20][C:21]([NH:23][C:24]1[CH:29]=[CH:28][C:27]([Cl:30])=[CH:26][CH:25]=1)=[O:22])(=[O:3])[NH2:2].[F:31][C:32]([F:37])([F:36])[C:33]([OH:35])=[O:34]. Product: [F:31][C:32]([F:37])([F:36])[C:33]([OH:35])=[O:34].[Cl:30][C:27]1[CH:26]=[CH:25][C:24]([NH:23][C:21](=[O:22])[NH:20][C:5]2[S:6][C:7]3[CH2:8][NH:9][CH2:10][CH2:11][C:12]=3[C:4]=2[C:1]([NH2:2])=[O:3])=[CH:29][CH:28]=1. The catalyst class is: 2.